This data is from Reaction yield outcomes from USPTO patents with 853,638 reactions. The task is: Predict the reaction yield, written as a fraction of the theoretical maximum amount of product (1.0 means a 100% yield; for example, 0.34 means a 34% yield). (1) The reactants are [F:1][CH:2]([F:15])[CH2:3][O:4][C:5]1[N:10]=[CH:9][C:8]([C:11](=O)[CH3:12])=[CH:7][C:6]=1[CH3:14].[CH3:16][C:17]([S@:20]([NH2:22])=[O:21])([CH3:19])[CH3:18]. No catalyst specified. The product is [F:1][CH:2]([F:15])[CH2:3][O:4][C:5]1[N:10]=[CH:9][C:8]([CH:11]([NH:22][S@@:20]([C:17]([CH3:19])([CH3:18])[CH3:16])=[O:21])[CH3:12])=[CH:7][C:6]=1[CH3:14]. The yield is 0.820. (2) The reactants are [Cl:1][C:2]1[CH:7]=[CH:6][C:5]([C:8](=O)[CH2:9][C:10](=O)[C:11]([F:14])([F:13])[F:12])=[CH:4][C:3]=1[CH3:17].[NH2:18][C:19]1[C:23]([C:24]#[N:25])=[CH:22][NH:21][N:20]=1. No catalyst specified. The product is [Cl:1][C:2]1[CH:7]=[CH:6][C:5]([C:8]2[CH:9]=[C:10]([C:11]([F:14])([F:13])[F:12])[N:20]3[N:21]=[CH:22][C:23]([C:24]#[N:25])=[C:19]3[N:18]=2)=[CH:4][C:3]=1[CH3:17]. The yield is 0.380.